This data is from Full USPTO retrosynthesis dataset with 1.9M reactions from patents (1976-2016). The task is: Predict the reactants needed to synthesize the given product. (1) Given the product [CH3:1][O:2][C:3]1[O:7][C:6](=[O:8])[N:5]([C:9]2[CH:14]=[CH:13][C:12]([N:15]3[C:22]([CH3:23])=[CH:21][CH:17]=[C:18]3[CH3:20])=[C:11]([CH3:16])[CH:10]=2)[N:4]=1, predict the reactants needed to synthesize it. The reactants are: [CH3:1][O:2][C:3]1[O:7][C:6](=[O:8])[N:5]([C:9]2[CH:14]=[CH:13][C:12]([NH2:15])=[C:11]([CH3:16])[CH:10]=2)[N:4]=1.[CH2:17]([CH2:21][C:22](=O)[CH3:23])[C:18]([CH3:20])=O. (2) Given the product [I:9][CH2:25][CH:24]1[O:21][C:20](=[O:22])[C:19]([C:26]2[CH:31]=[CH:30][CH:29]=[CH:28][CH:27]=2)([C:13]2[CH:14]=[CH:15][CH:16]=[CH:17][CH:18]=2)[CH2:23]1, predict the reactants needed to synthesize it. The reactants are: C(C1(CC)CC(C[I:9])OC1=O)C.[C:13]1([C:19]([C:26]2[CH:31]=[CH:30][CH:29]=[CH:28][CH:27]=2)([CH2:23][CH:24]=[CH2:25])[C:20]([OH:22])=[O:21])[CH:18]=[CH:17][CH:16]=[CH:15][CH:14]=1.C(C(CC)(CC=C)C(O)=O)C. (3) Given the product [CH3:12][C:9]1[CH:8]=[CH:7][C:6]2[C:11](=[C:2]([NH:13][C:14]3[N:15]=[C:16]([CH3:19])[S:17][CH:18]=3)[N:3]=[CH:4][CH:5]=2)[N:10]=1, predict the reactants needed to synthesize it. The reactants are: Cl[C:2]1[N:3]=[CH:4][CH:5]=[C:6]2[C:11]=1[N:10]=[C:9]([CH3:12])[CH:8]=[CH:7]2.[NH2:13][C:14]1[N:15]=[C:16]([CH3:19])[S:17][CH:18]=1. (4) Given the product [Br:1][C:2]1[CH:3]=[C:4]([C:20]([OH:19])([CH3:21])[CH3:13])[CH:9]=[CH:10][C:11]=1[CH3:12], predict the reactants needed to synthesize it. The reactants are: [Br:1][C:2]1[CH:3]=[C:4]([CH:9]=[CH:10][C:11]=1[CH3:12])C(OC)=O.[CH3:13][Mg]Br.C([O:19][CH2:20][CH3:21])(=O)C. (5) Given the product [CH3:1][O:2][C:3](=[O:24])[CH2:4][C:5]1[CH:10]=[C:9]([Cl:11])[CH:8]=[C:7]([O:12][C:13]2[CH:18]=[CH:17][C:16]([N+:19]([O-:21])=[O:20])=[CH:15][C:14]=2[CH2:22][S:29][C:26]([CH3:28])([CH3:27])[CH3:25])[CH:6]=1.[CH3:30][O:31][C:32](=[O:55])[CH2:33][C:34]1[CH:39]=[C:38]([Cl:40])[CH:37]=[C:36]([O:41][C:42]2[CH:47]=[CH:46][C:45]([NH:48][C:56](=[O:61])[C:57]([CH3:60])([CH3:59])[CH3:58])=[CH:44][C:43]=2[CH2:49][S:50][C:51]([CH3:52])([CH3:54])[CH3:53])[CH:35]=1, predict the reactants needed to synthesize it. The reactants are: [CH3:1][O:2][C:3](=[O:24])[CH2:4][C:5]1[CH:10]=[C:9]([Cl:11])[CH:8]=[C:7]([O:12][C:13]2[CH:18]=[CH:17][C:16]([N+:19]([O-:21])=[O:20])=[CH:15][C:14]=2[CH2:22]Br)[CH:6]=1.[CH3:25][C:26]([SH:29])([CH3:28])[CH3:27].[CH3:30][O:31][C:32](=[O:55])[CH2:33][C:34]1[CH:39]=[C:38]([Cl:40])[CH:37]=[C:36]([O:41][C:42]2[CH:47]=[CH:46][C:45]([NH2:48])=[CH:44][C:43]=2[CH2:49][S:50][C:51]([CH3:54])([CH3:53])[CH3:52])[CH:35]=1.[C:56](Cl)(=[O:61])[C:57]([CH3:60])([CH3:59])[CH3:58]. (6) The reactants are: FC(F)(F)C(O)=O.FC(F)(F)OC1C=C([C@@H]2NC(=O)C=C2)C=CC=1.CC(N[C@@H]1C[C@H](C2C=CC=CC=2)N(C2C=CC(OC(F)(F)F)=CC=2)C1=O)(C1C=CC=C(C(F)(F)F)N=1)C.CC(N)(C1C=CC=C(C(F)(F)F)N=1)C.[CH3:76][C:77]([NH:89][C:90]1[C:91](=[O:117])[N:92]([C:106]2[CH:111]=[CH:110][C:109]([O:112][C:113]([F:116])([F:115])[F:114])=[CH:108][CH:107]=2)[C@@H:93]([C:95]2[CH:100]=[CH:99][CH:98]=[C:97]([O:101][C:102]([F:105])([F:104])[F:103])[CH:96]=2)[CH:94]=1)([C:79]1[CH:84]=[CH:83][CH:82]=[C:81]([C:85]([F:88])([F:87])[F:86])[N:80]=1)[CH3:78].C([BH3-])#N.[Na+]. Given the product [CH3:78][C:77]([NH:89][C@@H:90]1[CH2:94][C@H:93]([C:95]2[CH:100]=[CH:99][CH:98]=[C:97]([O:101][C:102]([F:103])([F:104])[F:105])[CH:96]=2)[N:92]([C:106]2[CH:107]=[CH:108][C:109]([O:112][C:113]([F:114])([F:116])[F:115])=[CH:110][CH:111]=2)[C:91]1=[O:117])([C:79]1[CH:84]=[CH:83][CH:82]=[C:81]([C:85]([F:86])([F:87])[F:88])[N:80]=1)[CH3:76], predict the reactants needed to synthesize it. (7) Given the product [S:44](=[O:46])(=[O:47])([O:43][CH2:42][C@H:28]1[CH2:27][C@@H:26]([NH:25][C:20]2[C:19]([C:17]([C:15]3[S:14][C:13]([CH3:48])=[C:12]([C@H:9]4[C:10]5[C:5](=[CH:4][CH:3]=[C:2]([Cl:1])[CH:11]=5)[CH2:6][CH2:7][NH:8]4)[CH:16]=3)=[O:18])=[CH:24][N:23]=[CH:22][N:21]=2)[CH2:30][C@@H:29]1[OH:31])[NH2:45], predict the reactants needed to synthesize it. The reactants are: [Cl:1][C:2]1[CH:11]=[C:10]2[C:5]([CH2:6][CH2:7][N:8](C(OC(C)(C)C)=O)[C@H:9]2[C:12]2[CH:16]=[C:15]([C:17]([C:19]3[C:20]([NH:25][C@H:26]4[CH2:30][C@H:29]([O:31][Si](C(C)C)(C(C)C)C(C)C)[C@@H:28]([CH2:42][O:43][S:44](=[O:47])(=[O:46])[NH2:45])[CH2:27]4)=[N:21][CH:22]=[N:23][CH:24]=3)=[O:18])[S:14][C:13]=2[CH3:48])=[CH:4][CH:3]=1.P(=O)(O)(O)O.O.C([O-])(O)=O.[Na+]. (8) Given the product [N:15]1[CH:16]=[CH:17][N:18]2[CH:23]=[CH:22][C:21]([CH2:24][NH:25][C:26]([C:28]3[S:32][C:31]([C:33]([N:5]4[CH2:6][CH2:7][CH2:8][C@@H:4]4[CH2:3][O:2][CH3:1])=[O:34])=[CH:30][CH:29]=3)=[O:27])=[CH:20][C:19]=12, predict the reactants needed to synthesize it. The reactants are: [CH3:1][O:2][CH2:3][C@H:4]1[CH2:8][CH2:7][CH2:6][NH:5]1.CC(C)CCN.[N:15]1[CH:16]=[CH:17][N:18]2[CH:23]=[CH:22][C:21]([CH2:24][NH:25][C:26]([C:28]3[S:32][C:31]([C:33]([O-])=[O:34])=[CH:30][CH:29]=3)=[O:27])=[CH:20][C:19]=12.[Li+].[N+](C1C=CC(C(O)=O)=CC=1)([O-])=O. (9) The reactants are: [C:1]([O:5][C:6](=[O:34])[NH:7][C:8]([C:10]1[S:11][C:12]([S:32][CH3:33])=[C:13]([S:15]([C:18]2[CH:19]=[C:20]([C:24]3[C:29]([CH3:30])=[CH:28][CH:27]=[CH:26][C:25]=3[NH2:31])[CH:21]=[CH:22][CH:23]=2)(=[O:17])=[O:16])[CH:14]=1)=[NH:9])([CH3:4])([CH3:3])[CH3:2].C1C[O:38][CH2:37][CH2:36]1.[CH3:40][CH2:41][O:42][C:43]([CH3:45])=[O:44]. Given the product [CH2:41]([O:42][C:43](=[O:44])[CH2:45][CH2:36][C:37]([NH:31][C:25]1[CH:26]=[CH:27][CH:28]=[C:29]([CH3:30])[C:24]=1[C:20]1[CH:21]=[CH:22][CH:23]=[C:18]([S:15]([C:13]2[CH:14]=[C:10]([C:8]([NH:7][C:6]([O:5][C:1]([CH3:4])([CH3:3])[CH3:2])=[O:34])=[NH:9])[S:11][C:12]=2[S:32][CH3:33])(=[O:17])=[O:16])[CH:19]=1)=[O:38])[CH3:40], predict the reactants needed to synthesize it.